From a dataset of Peptide-MHC class I binding affinity with 185,985 pairs from IEDB/IMGT. Regression. Given a peptide amino acid sequence and an MHC pseudo amino acid sequence, predict their binding affinity value. This is MHC class I binding data. (1) The peptide sequence is IVAPYLFWL. The MHC is HLA-B27:05 with pseudo-sequence HLA-B27:05. The binding affinity (normalized) is 0.213. (2) The peptide sequence is HPRHYATIM. The MHC is HLA-B51:01 with pseudo-sequence HLA-B51:01. The binding affinity (normalized) is 0.104. (3) The MHC is HLA-B15:01 with pseudo-sequence HLA-B15:01. The peptide sequence is VMAASGAPF. The binding affinity (normalized) is 0.728.